From a dataset of Forward reaction prediction with 1.9M reactions from USPTO patents (1976-2016). Predict the product of the given reaction. Given the reactants Br[CH2:2][CH2:3][C:4]1[CH:9]=[C:8]([O:10][CH3:11])[C:7]([N+:12]([O-:14])=[O:13])=[CH:6][C:5]=1[Cl:15].C([N:18]([CH2:21]C)[CH2:19]C)C.[F:23][C:24]1[CH:31]=CC(CN)=[CH:26][CH:25]=1.O, predict the reaction product. The product is: [Cl:15][C:5]1[CH:6]=[C:7]([N+:12]([O-:14])=[O:13])[C:8]([O:10][CH3:11])=[CH:9][C:4]=1[C:3]1[CH:31]=[C:24]([F:23])[CH:25]=[CH:26][C:2]=1[CH2:21][NH:18][CH3:19].